This data is from Forward reaction prediction with 1.9M reactions from USPTO patents (1976-2016). The task is: Predict the product of the given reaction. (1) Given the reactants [F:1][C:2]1[CH:7]=[CH:6][C:5]([C@H:8]([NH:24][C:25]2[C:34]3[C:29](=[C:30]([C:35]([O:37]C)=O)[CH:31]=[CH:32][CH:33]=3)[N:28]=[C:27]([CH3:39])[N:26]=2)[CH2:9][N:10]([CH3:23])[S:11]([C:14]2[CH:19]=[CH:18][C:17]([N+:20]([O-:22])=[O:21])=[CH:16][CH:15]=2)(=[O:13])=[O:12])=[CH:4][CH:3]=1.[NH3:40], predict the reaction product. The product is: [F:1][C:2]1[CH:7]=[CH:6][C:5]([C@H:8]([NH:24][C:25]2[C:34]3[C:29](=[C:30]([C:35]([NH2:40])=[O:37])[CH:31]=[CH:32][CH:33]=3)[N:28]=[C:27]([CH3:39])[N:26]=2)[CH2:9][N:10]([CH3:23])[S:11]([C:14]2[CH:15]=[CH:16][C:17]([N+:20]([O-:22])=[O:21])=[CH:18][CH:19]=2)(=[O:12])=[O:13])=[CH:4][CH:3]=1. (2) The product is: [OH:4][CH2:3][CH:2]([NH:1][S:17]([C:13]1[S:12][C:11]([NH:10][C:7](=[O:9])[CH3:8])=[N:15][C:14]=1[CH3:16])(=[O:18])=[O:19])[CH2:5][OH:6]. Given the reactants [NH2:1][CH:2]([CH2:5][OH:6])[CH2:3][OH:4].[C:7]([NH:10][C:11]1[S:12][C:13]([S:17](Cl)(=[O:19])=[O:18])=[C:14]([CH3:16])[N:15]=1)(=[O:9])[CH3:8].C(N(CC)CC)C, predict the reaction product.